This data is from Forward reaction prediction with 1.9M reactions from USPTO patents (1976-2016). The task is: Predict the product of the given reaction. (1) Given the reactants ClC1C(=O)C(C#N)=C(C#N)C(=O)C=1Cl.[CH2:15]([C:18]1[C:27]2[CH2:26][CH2:25][CH2:24][CH2:23][C:22]=2[C:21]([CH2:28][CH2:29][CH3:30])=[C:20]([C:31]([O:33][CH3:34])=[O:32])[C:19]=1[C:35]([O:37][CH3:38])=[O:36])[CH2:16][CH3:17], predict the reaction product. The product is: [CH2:15]([C:18]1[C:27]2[C:22](=[CH:23][CH:24]=[CH:25][CH:26]=2)[C:21]([CH2:28][CH2:29][CH3:30])=[C:20]([C:31]([O:33][CH3:34])=[O:32])[C:19]=1[C:35]([O:37][CH3:38])=[O:36])[CH2:16][CH3:17]. (2) Given the reactants Cl.[Cl:2][C:3]1[CH:31]=[CH:30][C:6]([CH2:7][CH2:8][N:9]2[CH2:14][CH2:13][N:12]([C:15]3[CH:20]=[CH:19][C:18]4[C:21]5[CH2:22][NH:23][CH2:24][CH2:25][CH2:26][C:27]=5[O:28][C:17]=4[CH:16]=3)[C:11](=[O:29])[CH2:10]2)=[CH:5][CH:4]=1.[C:32](O)(=O)[CH3:33].Cl[CH2:37]Cl, predict the reaction product. The product is: [Cl:2][C:3]1[CH:31]=[CH:30][C:6]([CH2:7][CH2:8][N:9]2[CH2:14][CH2:13][N:12]([C:15]3[CH:20]=[CH:19][C:18]4[C:21]5[CH2:22][N:23]([CH:32]([CH3:33])[CH3:37])[CH2:24][CH2:25][CH2:26][C:27]=5[O:28][C:17]=4[CH:16]=3)[C:11](=[O:29])[CH2:10]2)=[CH:5][CH:4]=1.